This data is from Catalyst prediction with 721,799 reactions and 888 catalyst types from USPTO. The task is: Predict which catalyst facilitates the given reaction. (1) Reactant: [CH3:1][O:2][C:3]1[CH:4]=[C:5]([C:11]2[C:16]3[O:17][C:18]([C:20](O)=[O:21])=[CH:19][C:15]=3[C:14](=[O:23])[NH:13][N:12]=2)[CH:6]=[CH:7][C:8]=1[O:9][CH3:10].O.N1(O)C2C=CC=CC=2N=N1.CN(C(ON1N=NC2C=CC=NC1=2)=[N+](C)C)C.F[P-](F)(F)(F)(F)F.C(N(CC)CC)C.[CH3:66][S:67]([N:70]1[CH2:75][CH2:74][NH:73][CH2:72][CH2:71]1)(=[O:69])=[O:68]. Product: [CH3:1][O:2][C:3]1[CH:4]=[C:5]([C:11]2[C:16]3[O:17][C:18]([C:20]([N:73]4[CH2:74][CH2:75][N:70]([S:67]([CH3:66])(=[O:69])=[O:68])[CH2:71][CH2:72]4)=[O:21])=[CH:19][C:15]=3[C:14](=[O:23])[NH:13][N:12]=2)[CH:6]=[CH:7][C:8]=1[O:9][CH3:10]. The catalyst class is: 37. (2) Reactant: [Cl:1][C:2]1[CH:3]=[C:4]([N:9]2[C:21](=[O:22])[C@H:20]3[N:11]([CH2:12][C:13]4[CH:14]=[CH:15][CH:16]=[CH:17][C:18]=4[CH2:19]3)[C:10]2=[O:23])[CH:5]=[C:6]([Cl:8])[CH:7]=1.[Br:24][C:25]1[CH:32]=[CH:31][C:28]([CH2:29]Br)=[CH:27][CH:26]=1. Product: [Br:24][C:25]1[CH:32]=[CH:31][C:28]([CH2:29][C:20]23[C:21](=[O:22])[N:9]([C:4]4[CH:5]=[C:6]([Cl:8])[CH:7]=[C:2]([Cl:1])[CH:3]=4)[C:10](=[O:23])[N:11]2[CH2:12][C:13]2[CH:14]=[CH:15][CH:16]=[CH:17][C:18]=2[CH2:19]3)=[CH:27][CH:26]=1. The catalyst class is: 1. (3) Reactant: [C:1](Cl)(=[O:3])[CH3:2].[NH2:5][C:6]1[C:15]2[N:16]=[C:17]([CH2:30][O:31][CH2:32][CH3:33])[N:18]([CH2:19][C:20]([NH:23][C:24]([NH:26][CH:27]([CH3:29])[CH3:28])=[O:25])([CH3:22])[CH3:21])[C:14]=2[C:13]2[CH:12]=[CH:11][C:10]([O:34][CH2:35][CH2:36][CH2:37][CH2:38][CH2:39][CH2:40][NH2:41])=[CH:9][C:8]=2[N:7]=1.C(N(CC)CC)C. Product: [NH2:5][C:6]1[C:15]2[N:16]=[C:17]([CH2:30][O:31][CH2:32][CH3:33])[N:18]([CH2:19][C:20]([NH:23][C:24]([NH:26][CH:27]([CH3:29])[CH3:28])=[O:25])([CH3:21])[CH3:22])[C:14]=2[C:13]2[CH:12]=[CH:11][C:10]([O:34][CH2:35][CH2:36][CH2:37][CH2:38][CH2:39][CH2:40][NH:41][C:1](=[O:3])[CH3:2])=[CH:9][C:8]=2[N:7]=1. The catalyst class is: 4. (4) Reactant: [CH3:1][O-:2].[Na+].[N:4]([C:7]([C:10]1[CH:15]=[CH:14][C:13]([C:16](=O)[CH2:17][C:18]2[S:19][CH:20]=[CH:21][CH:22]=2)=[CH:12][CH:11]=1)([CH3:9])[CH3:8])=[N+:5]=[N-:6].Cl[C:25]1[C:30]([CH:31]=O)=[C:29]([NH:33]C(=O)OC(C)(C)C)[CH:28]=[CH:27][N:26]=1.Cl. Product: [N:4]([C:7]([C:10]1[CH:15]=[CH:14][C:13]([C:16]2[C:17]([C:18]3[S:19][CH:20]=[CH:21][CH:22]=3)=[CH:31][C:30]3[C:29](=[CH:28][CH:27]=[N:26][C:25]=3[O:2][CH3:1])[N:33]=2)=[CH:12][CH:11]=1)([CH3:9])[CH3:8])=[N+:5]=[N-:6]. The catalyst class is: 191. (5) Reactant: [NH2:1][C:2]1[S:6][CH:5]=[C:4]([C:7]([O:9][CH3:10])=[O:8])[C:3]=1[CH3:11].[CH3:12][C:13]([O:16][C:17](O[C:17]([O:16][C:13]([CH3:15])([CH3:14])[CH3:12])=[O:18])=[O:18])([CH3:15])[CH3:14]. Product: [C:13]([O:16][C:17]([NH:1][C:2]1[S:6][CH:5]=[C:4]([C:7]([O:9][CH3:10])=[O:8])[C:3]=1[CH3:11])=[O:18])([CH3:15])([CH3:14])[CH3:12]. The catalyst class is: 5. (6) Reactant: [Cl:1][C:2]1[CH:24]=[CH:23][C:5]([O:6][CH2:7][CH:8]2[CH2:13][N:12](C(OC(C)(C)C)=O)[CH2:11][C:10]([F:22])([F:21])[CH2:9]2)=[CH:4][CH:3]=1.FC(F)(F)C(O)=O. Product: [Cl:1][C:2]1[CH:3]=[CH:4][C:5]([O:6][CH2:7][CH:8]2[CH2:13][NH:12][CH2:11][C:10]([F:22])([F:21])[CH2:9]2)=[CH:23][CH:24]=1. The catalyst class is: 4. (7) Reactant: [OH:1][C:2]1[CH:11]=[C:10]2[C:5]([C:6](=[O:20])[C:7]([C:12]3[CH:17]=[CH:16][C:15]([O:18][CH3:19])=[CH:14][CH:13]=3)=[CH:8][O:9]2)=[CH:4][CH:3]=1.C([O-])([O-])=O.[K+].[K+].Br[CH:28]([CH3:30])[CH3:29].CN(C=O)C. Product: [CH:28]([O:1][C:2]1[CH:11]=[C:10]2[C:5]([C:6](=[O:20])[C:7]([C:12]3[CH:17]=[CH:16][C:15]([O:18][CH3:19])=[CH:14][CH:13]=3)=[CH:8][O:9]2)=[CH:4][CH:3]=1)([CH3:30])[CH3:29]. The catalyst class is: 6.